Predict the product of the given reaction. From a dataset of Forward reaction prediction with 1.9M reactions from USPTO patents (1976-2016). Given the reactants [Mg].II.[CH2:4]([O:11][C:12]1[CH:17]=[CH:16][C:15]([CH2:18][CH2:19]Br)=[CH:14][CH:13]=1)[C:5]1[CH:10]=[CH:9][CH:8]=[CH:7][CH:6]=1.[C:21]1(=[O:25])[CH2:24][CH2:23][CH2:22]1.Cl, predict the reaction product. The product is: [CH2:4]([O:11][C:12]1[CH:17]=[CH:16][C:15]([CH2:18][CH2:19][C:21]2([OH:25])[CH2:24][CH2:23][CH2:22]2)=[CH:14][CH:13]=1)[C:5]1[CH:10]=[CH:9][CH:8]=[CH:7][CH:6]=1.